Dataset: Catalyst prediction with 721,799 reactions and 888 catalyst types from USPTO. Task: Predict which catalyst facilitates the given reaction. (1) Reactant: [Br:1][C:2]1[C:3]([C:34]([O:36]CC)=O)=[C:4]([CH2:16][N:17]([CH2:28][C:29]([O:31][CH2:32][CH3:33])=[O:30])S(C2C=CC(C)=CC=2)(=O)=O)[N:5]([CH2:8][C:9]2[CH:14]=[CH:13][C:12]([F:15])=[CH:11][CH:10]=2)[C:6]=1[Br:7].[Li+].C[Si]([N-][Si](C)(C)C)(C)C. Product: [Br:7][C:6]1[N:5]([CH2:8][C:9]2[CH:14]=[CH:13][C:12]([F:15])=[CH:11][CH:10]=2)[C:4]2=[CH:16][N:17]=[C:28]([C:29]([O:31][CH2:32][CH3:33])=[O:30])[C:34]([OH:36])=[C:3]2[C:2]=1[Br:1]. The catalyst class is: 1. (2) Reactant: CC1(C)C(C)(C)OB([C:9]2[CH2:14][CH2:13][N:12]([C:15]([O:17][C:18]([CH3:21])([CH3:20])[CH3:19])=[O:16])[CH2:11][CH:10]=2)O1.[Br:23][C:24]1[CH:29]=[CH:28][C:27]([C:30]([F:33])([F:32])[F:31])=[CH:26][C:25]=1I.P([O-])([O-])([O-])=O.[K+].[K+].[K+].O. Product: [Br:23][C:24]1[CH:25]=[CH:26][C:27]([C:30]([F:31])([F:32])[F:33])=[CH:28][C:29]=1[C:9]1[CH2:14][CH2:13][N:12]([C:15]([O:17][C:18]([CH3:19])([CH3:20])[CH3:21])=[O:16])[CH2:11][CH:10]=1. The catalyst class is: 368. (3) Reactant: [Br:1][C:2]1[CH:3]=[C:4](/[CH:9]=[CH:10]/[C:11]([NH:13][C:14]2([C:20]([NH:22][CH2:23][CH2:24][C:25]3[C:33]4[C:28](=[CH:29][CH:30]=[C:31]([F:34])[CH:32]=4)[NH:27][CH:26]=3)=[O:21])[CH2:19][CH2:18][NH:17][CH2:16][CH2:15]2)=[O:12])[CH:5]=[CH:6][C:7]=1[F:8].[CH3:35]CN(C(C)C)C(C)C.CI. Product: [Br:1][C:2]1[CH:3]=[C:4](/[CH:9]=[CH:10]/[C:11]([NH:13][C:14]2([C:20]([NH:22][CH2:23][CH2:24][C:25]3[C:33]4[C:28](=[CH:29][CH:30]=[C:31]([F:34])[CH:32]=4)[NH:27][CH:26]=3)=[O:21])[CH2:19][CH2:18][N:17]([CH3:35])[CH2:16][CH2:15]2)=[O:12])[CH:5]=[CH:6][C:7]=1[F:8]. The catalyst class is: 1. (4) Reactant: [N:1]1[C:6]([C:7](OCC=C)=[O:8])=[CH:5][CH:4]=[CH:3][C:2]=1[C:13]([O:15][CH2:16][CH:17]=[CH2:18])=[O:14].C(O)C=C.[BH4-].[Na+].C(OCC)C.CCCCCC. Product: [OH:8][CH2:7][C:6]1[N:1]=[C:2]([C:13]([O:15][CH2:16][CH:17]=[CH2:18])=[O:14])[CH:3]=[CH:4][CH:5]=1. The catalyst class is: 1. (5) Reactant: [C:1]12[C:9](=[O:10])[C:8](=[O:11])[C:7]=1[NH:6][CH2:5][CH2:4][CH2:3][NH:2]2.[H-].[Na+].[CH:14]([P:16]([O:30][C:31]1[CH:32]=[C:33]([CH:39]=[CH:40][CH:41]=1)[C:34]([O:36][CH2:37][CH3:38])=[O:35])([O:18][C:19]1[CH:20]=[C:21]([CH:27]=[CH:28][CH:29]=1)[C:22]([O:24][CH2:25][CH3:26])=[O:23])=[O:17])=[CH2:15]. Product: [O:11]=[C:8]1[C:9](=[O:10])[C:1]2[N:2]([CH2:15][CH2:14][P:16]([O:30][C:31]3[CH:32]=[C:33]([CH:39]=[CH:40][CH:41]=3)[C:34]([O:36][CH2:37][CH3:38])=[O:35])([O:18][C:19]3[CH:20]=[C:21]([CH:27]=[CH:28][CH:29]=3)[C:22]([O:24][CH2:25][CH3:26])=[O:23])=[O:17])[CH2:3][CH2:4][CH2:5][NH:6][C:7]1=2. The catalyst class is: 9. (6) Reactant: [F:1][C:2]1[CH:7]=[C:6]([F:8])[CH:5]=[CH:4][C:3]=1[C:9]1([C:12]([F:21])([F:20])[C:13]2[N:18]=[CH:17][C:16]([OH:19])=[CH:15][CH:14]=2)[CH2:11][O:10]1.F[C:23]1[CH:30]=[CH:29][C:26]([C:27]#[N:28])=[CH:25][N:24]=1.C([O-])([O-])=O.[Cs+].[Cs+].N#N. Product: [F:1][C:2]1[CH:7]=[C:6]([F:8])[CH:5]=[CH:4][C:3]=1[C:9]1([C:12]([F:20])([F:21])[C:13]2[N:18]=[CH:17][C:16]([O:19][C:23]3[CH:30]=[CH:29][C:26]([C:27]#[N:28])=[CH:25][N:24]=3)=[CH:15][CH:14]=2)[CH2:11][O:10]1. The catalyst class is: 16. (7) Reactant: C(O[C:6](=O)[NH:7][C@@H:8]([C:16]1[CH:21]=[CH:20][C:19]([NH:22][CH2:23][CH2:24][O:25][CH2:26][CH2:27][O:28][CH2:29][CH2:30][O:31][CH2:32][CH2:33][O:34][CH2:35][CH2:36][O:37][CH3:38])=[CH:18][CH:17]=1)[C:9](=O)[N:10]1[CH2:14][CH2:13][CH2:12][CH2:11]1)(C)(C)C.[H-].[Al+3].[Li+].[H-].[H-].[H-].C(=O)([O-])[O-].[Na+].[Na+]. Product: [CH3:6][NH:7][C@@H:8]([C:16]1[CH:21]=[CH:20][C:19]([NH:22][CH2:23][CH2:24][O:25][CH2:26][CH2:27][O:28][CH2:29][CH2:30][O:31][CH2:32][CH2:33][O:34][CH2:35][CH2:36][O:37][CH3:38])=[CH:18][CH:17]=1)[CH2:9][N:10]1[CH2:14][CH2:13][CH2:12][CH2:11]1. The catalyst class is: 7. (8) Reactant: [O:1]=[C:2]1[C:10]2[C:5](=[CH:6][C:7]([C:11]([OH:13])=[O:12])=[CH:8][CH:9]=2)[C:4](=O)[O:3]1.C1COCC1.[CH3:20][NH2:21]. Product: [CH3:20][N:21]1[C:4](=[O:3])[C:5]2[C:10](=[CH:9][CH:8]=[C:7]([C:11]([OH:13])=[O:12])[CH:6]=2)[C:2]1=[O:1]. The catalyst class is: 52. (9) Reactant: [CH2:1]([N:3]([CH2:14][CH3:15])[C:4]1[N:9]2[N:10]=[C:11]([NH2:13])[N:12]=[C:8]2[CH:7]=[CH:6][CH:5]=1)[CH3:2].Br[C:17]1[CH:22]=[CH:21][C:20]([N:23]2[CH:27]=[C:26]([CH3:28])[N:25]=[CH:24]2)=[C:19]([O:29][CH3:30])[CH:18]=1.C(Cl)Cl. Product: [CH2:14]([N:3]([CH2:1][CH3:2])[C:4]1[N:9]2[N:10]=[C:11]([NH:13][C:17]3[CH:22]=[CH:21][C:20]([N:23]4[CH:27]=[C:26]([CH3:28])[N:25]=[CH:24]4)=[C:19]([O:29][CH3:30])[CH:18]=3)[N:12]=[C:8]2[CH:7]=[CH:6][CH:5]=1)[CH3:15]. The catalyst class is: 61.